This data is from TCR-epitope binding with 47,182 pairs between 192 epitopes and 23,139 TCRs. The task is: Binary Classification. Given a T-cell receptor sequence (or CDR3 region) and an epitope sequence, predict whether binding occurs between them. (1) The epitope is PROT_97E67BCC. The TCR CDR3 sequence is CASSRRNSGGTDTQYF. Result: 1 (the TCR binds to the epitope). (2) The epitope is NLNESLIDL. The TCR CDR3 sequence is CASSLGMNTEAFF. Result: 0 (the TCR does not bind to the epitope). (3) The epitope is ALSKGVHFV. The TCR CDR3 sequence is CASSFLQGFDLATNEKLFF. Result: 1 (the TCR binds to the epitope). (4) The epitope is QASQEVKNW. The TCR CDR3 sequence is CASNWQGPYNEQFF. Result: 0 (the TCR does not bind to the epitope). (5) The epitope is IPRRNVATL. The TCR CDR3 sequence is CASSLGWAGKTDTQYF. Result: 0 (the TCR does not bind to the epitope). (6) The epitope is FLNRFTTTL. The TCR CDR3 sequence is CATSDSDSLKETQYF. Result: 1 (the TCR binds to the epitope). (7) The epitope is ATDALMTGY. The TCR CDR3 sequence is CASSQDGWASRGGTDTQYF. Result: 0 (the TCR does not bind to the epitope). (8) The epitope is KRWIILGLNK. The TCR CDR3 sequence is CASARLAGGTDEQFF. Result: 0 (the TCR does not bind to the epitope). (9) The epitope is QARQMVQAMRTIGTHP. The TCR CDR3 sequence is CASSLGTSGSYEQYF. Result: 0 (the TCR does not bind to the epitope). (10) The epitope is TPQDLNTML. The TCR CDR3 sequence is CASSVASGTSGGGQFF. Result: 1 (the TCR binds to the epitope).